Dataset: NCI-60 drug combinations with 297,098 pairs across 59 cell lines. Task: Regression. Given two drug SMILES strings and cell line genomic features, predict the synergy score measuring deviation from expected non-interaction effect. Drug 1: C1CCN(CC1)CCOC2=CC=C(C=C2)C(=O)C3=C(SC4=C3C=CC(=C4)O)C5=CC=C(C=C5)O. Drug 2: CC1CCC2CC(C(=CC=CC=CC(CC(C(=O)C(C(C(=CC(C(=O)CC(OC(=O)C3CCCCN3C(=O)C(=O)C1(O2)O)C(C)CC4CCC(C(C4)OC)O)C)C)O)OC)C)C)C)OC. Cell line: IGROV1. Synergy scores: CSS=26.1, Synergy_ZIP=-1.06, Synergy_Bliss=-4.17, Synergy_Loewe=-21.2, Synergy_HSA=-4.90.